This data is from Reaction yield outcomes from USPTO patents with 853,638 reactions. The task is: Predict the reaction yield, written as a fraction of the theoretical maximum amount of product (1.0 means a 100% yield; for example, 0.34 means a 34% yield). The reactants are [Cl:1][C:2]1[CH:3]=[C:4]([C:20]#[C:21][CH2:22][N:23]2[CH2:28][CH2:27][N:26]([CH3:29])[CH2:25][CH2:24]2)[CH:5]=[C:6]2[C:10]=1[C:9](=[O:11])[N:8]([CH2:12][C:13]1[CH:18]=[CH:17][C:16]([Cl:19])=[CH:15][CH:14]=1)[CH2:7]2.[H][H].C(Cl)(Cl)Cl.CO. The catalyst is C(O)C.[C].[Pd]. The product is [Cl:1][C:2]1[CH:3]=[C:4]([CH2:20][CH2:21][CH2:22][N:23]2[CH2:28][CH2:27][N:26]([CH3:29])[CH2:25][CH2:24]2)[CH:5]=[C:6]2[C:10]=1[C:9](=[O:11])[N:8]([CH2:12][C:13]1[CH:18]=[CH:17][C:16]([Cl:19])=[CH:15][CH:14]=1)[CH2:7]2. The yield is 0.830.